From a dataset of Full USPTO retrosynthesis dataset with 1.9M reactions from patents (1976-2016). Predict the reactants needed to synthesize the given product. (1) The reactants are: Cl.[F:2][C:3]([F:17])([F:16])[C:4]1[CH:15]=[CH:14][CH:13]=[CH:12][C:5]=1[O:6][C@H:7]1[CH2:11][CH2:10][NH:9][CH2:8]1.Br[C:19]1[S:23][C:22]([C:24]#[N:25])=[N:21][N:20]=1. Given the product [F:17][C:3]([F:2])([F:16])[C:4]1[CH:15]=[CH:14][CH:13]=[CH:12][C:5]=1[O:6][C@H:7]1[CH2:11][CH2:10][N:9]([C:19]2[S:23][C:22]([C:24]#[N:25])=[N:21][N:20]=2)[CH2:8]1, predict the reactants needed to synthesize it. (2) The reactants are: F[C:2]1[CH:3]=[CH:4][C:5]([O:11][CH:12]([CH3:14])[CH3:13])=[C:6]([N+:8]([O-:10])=[O:9])[CH:7]=1.[NH2:15][CH:16]1[CH2:21][CH2:20][O:19][CH2:18][CH2:17]1.C(=O)([O-])[O-].[K+].[K+]. Given the product [CH:12]([O:11][C:5]1[CH:4]=[C:3]([NH:15][CH:16]2[CH2:21][CH2:20][O:19][CH2:18][CH2:17]2)[CH:2]=[CH:7][C:6]=1[N+:8]([O-:10])=[O:9])([CH3:14])[CH3:13], predict the reactants needed to synthesize it. (3) Given the product [CH2:8]([N:4]1[CH2:5][CH2:6][CH2:7][CH:2]([OH:1])[CH2:3]1)[C:9]1[CH:14]=[CH:13][CH:12]=[CH:11][CH:10]=1, predict the reactants needed to synthesize it. The reactants are: [OH:1][CH:2]1[CH2:7][CH2:6][CH2:5][NH:4][CH2:3]1.[CH:8](=O)[C:9]1[CH:14]=[CH:13][CH:12]=[CH:11][CH:10]=1.C(O[BH-](OC(=O)C)OC(=O)C)(=O)C.[Na+].C(=O)(O)[O-].[Na+].